Dataset: Forward reaction prediction with 1.9M reactions from USPTO patents (1976-2016). Task: Predict the product of the given reaction. (1) Given the reactants [CH3:1][N:2]1[CH2:7][CH2:6][CH:5]([CH2:8][O:9][C:10]2[CH:19]=[C:18]3[C:13]([C:14]([OH:20])=[N:15][CH:16]=[N:17]3)=[CH:12][C:11]=2[OH:21])[CH2:4][CH2:3]1.[C:22](O[C:22](=[O:29])[C:23]1[CH:28]=[CH:27][CH:26]=[CH:25][CH:24]=1)(=[O:29])[C:23]1[CH:28]=[CH:27][CH:26]=[CH:25][CH:24]=1.C1(OC2C=CC=CC=2)C=CC=CC=1.C(OCC)C, predict the reaction product. The product is: [C:22]([O:21][C:11]1[CH:12]=[C:13]2[C:18](=[CH:19][C:10]=1[O:9][CH2:8][CH:5]1[CH2:6][CH2:7][N:2]([CH3:1])[CH2:3][CH2:4]1)[N:17]=[CH:16][N:15]=[C:14]2[OH:20])(=[O:29])[C:23]1[CH:28]=[CH:27][CH:26]=[CH:25][CH:24]=1. (2) Given the reactants [CH:1]1([NH2:7])[CH2:6][CH2:5][CH2:4][CH2:3][CH2:2]1.C([O:10][C:11]([C:13]1[C:14](=[O:23])[NH:15][C:16]2[C:20]([C:21]=1[OH:22])=[CH:19][S:18][CH:17]=2)=O)C, predict the reaction product. The product is: [CH:1]1([NH:7][C:11]([C:13]2[C:14](=[O:23])[NH:15][C:16]3[C:20]([C:21]=2[OH:22])=[CH:19][S:18][CH:17]=3)=[O:10])[CH2:6][CH2:5][CH2:4][CH2:3][CH2:2]1. (3) Given the reactants C(OC([N:8]1[CH2:13][CH2:12][N:11]([CH2:14][C:15](=[O:32])[N:16]([CH:20]2[CH2:29][CH2:28][C:27]3[C:22](=[CH:23][C:24]([O:30][CH3:31])=[CH:25][CH:26]=3)[CH2:21]2)[CH2:17][CH2:18][CH3:19])[CH2:10][CH2:9]1)=O)(C)(C)C.FC(F)(F)C(O)=O, predict the reaction product. The product is: [CH3:31][O:30][C:24]1[CH:23]=[C:22]2[C:27]([CH2:28][CH2:29][CH:20]([N:16]([CH2:17][CH2:18][CH3:19])[C:15](=[O:32])[CH2:14][N:11]3[CH2:10][CH2:9][NH:8][CH2:13][CH2:12]3)[CH2:21]2)=[CH:26][CH:25]=1. (4) The product is: [F:1][C:2]1[CH:7]=[CH:6][C:5]([CH:8]([CH3:12])[C:9]([Cl:16])=[O:10])=[CH:4][CH:3]=1. Given the reactants [F:1][C:2]1[CH:7]=[CH:6][C:5]([CH:8]([CH3:12])[C:9](O)=[O:10])=[CH:4][CH:3]=1.C(Cl)(=O)C([Cl:16])=O.CN(C=O)C, predict the reaction product. (5) Given the reactants [CH:1]1[C:2]([C:10]([O:12][CH2:13][CH3:14])=[O:11])=[CH:3][N:4]2[C:9]=1[CH:8]=[CH:7][CH:6]=[CH:5]2.F[B-](F)(F)F.C1(P(C2CCCC2)C2CCCC2)CCCC1.C([O-])([O-])=O.[Cs+].[Cs+].Cl[C:43]1[CH:48]=[CH:47][CH:46]=[CH:45][N:44]=1, predict the reaction product. The product is: [N:44]1[CH:45]=[CH:46][CH:47]=[CH:48][C:43]=1[C:3]1[N:4]2[C:9]([CH:8]=[CH:7][CH:6]=[CH:5]2)=[CH:1][C:2]=1[C:10]([O:12][CH2:13][CH3:14])=[O:11]. (6) Given the reactants [OH-:1].[K+].[NH:3]1[CH2:9][CH2:8][CH2:7][CH:6]([O:10][C:11]2[CH:19]=[CH:18][C:17]3[NH:16][N:15]=[CH:14][C:13]=3[C:12]=2[C:20]#[N:21])[CH2:5][CH2:4]1, predict the reaction product. The product is: [NH:3]1[CH2:9][CH2:8][CH2:7][CH:6]([O:10][C:11]2[CH:19]=[CH:18][C:17]3[NH:16][N:15]=[CH:14][C:13]=3[C:12]=2[C:20]([NH2:21])=[O:1])[CH2:5][CH2:4]1. (7) Given the reactants [CH3:1][N:2]([CH2:4][C:5]1[C:13]2[O:12][N:11]=[C:10]([CH2:14][CH2:15][CH:16]3[CH2:21][CH2:20][NH:19][CH2:18][CH2:17]3)[C:9]=2[CH:8]=[CH:7][C:6]=1[O:22][CH2:23][CH:24]1[CH2:26][CH2:25]1)[CH3:3].[F:27][C:28]1[CH:33]=[CH:32][CH:31]=[C:30](F)[N:29]=1.O.[F-].C([N+](CCCC)(CCCC)CCCC)CCC.[OH-].[Na+], predict the reaction product. The product is: [CH3:1][N:2]([CH2:4][C:5]1[C:13]2[O:12][N:11]=[C:10]([CH2:14][CH2:15][CH:16]3[CH2:21][CH2:20][N:19]([C:30]4[N:29]=[C:28]([F:27])[CH:33]=[CH:32][CH:31]=4)[CH2:18][CH2:17]3)[C:9]=2[CH:8]=[CH:7][C:6]=1[O:22][CH2:23][CH:24]1[CH2:25][CH2:26]1)[CH3:3].